From a dataset of Full USPTO retrosynthesis dataset with 1.9M reactions from patents (1976-2016). Predict the reactants needed to synthesize the given product. (1) Given the product [C:1]([O:4][CH:5]1[C:9]2=[N:10][CH:11]=[C:12]([NH:28][C:47]([C:45]3[CH:44]=[CH:43][C:42]([F:50])=[C:41]([C:31]4[C:32]([F:40])=[CH:33][C:34]([S:36]([CH3:39])(=[O:38])=[O:37])=[CH:35][C:30]=4[F:29])[N:46]=3)=[O:48])[C:13]([N:14]3[CH2:19][CH2:18][CH2:17][C@H:16]([NH:20][C:21]([O:23][C:24]([CH3:27])([CH3:26])[CH3:25])=[O:22])[CH2:15]3)=[C:8]2[CH2:7][CH2:6]1)(=[O:3])[CH3:2], predict the reactants needed to synthesize it. The reactants are: [C:1]([O:4][CH:5]1[C:9]2=[N:10][CH:11]=[C:12]([NH2:28])[C:13]([N:14]3[CH2:19][CH2:18][CH2:17][C@H:16]([NH:20][C:21]([O:23][C:24]([CH3:27])([CH3:26])[CH3:25])=[O:22])[CH2:15]3)=[C:8]2[CH2:7][CH2:6]1)(=[O:3])[CH3:2].[F:29][C:30]1[CH:35]=[C:34]([S:36]([CH3:39])(=[O:38])=[O:37])[CH:33]=[C:32]([F:40])[C:31]=1[C:41]1[N:46]=[C:45]([C:47](O)=[O:48])[CH:44]=[CH:43][C:42]=1[F:50].CN(C(ON1N=NC2C=CC=NC1=2)=[N+](C)C)C.F[P-](F)(F)(F)(F)F.CCN(C(C)C)C(C)C. (2) Given the product [CH2:34]([O:33][C:32]#[C:31][C:2]1[CH:3]=[C:4]([O:21][C:22]([F:24])([F:25])[F:23])[CH:5]=[C:6]2[C:11]=1[O:10][CH:9]([C:12]([F:13])([F:14])[F:15])[C:8]([C:16]([O:18][CH2:50][CH3:51])=[O:17])=[CH:7]2)[CH3:35], predict the reactants needed to synthesize it. The reactants are: I[C:2]1[CH:3]=[C:4]([O:21][C:22]([F:25])([F:24])[F:23])[CH:5]=[C:6]2[C:11]=1[O:10][CH:9]([C:12]([F:15])([F:14])[F:13])[C:8]([C:16]([O:18]CC)=[O:17])=[CH:7]2.C([Sn](CCCC)(CCCC)[C:31]#[C:32][O:33][CH2:34][CH3:35])CCC.[Cl-].C([NH+]([CH2:50][CH3:51])CC)C. (3) Given the product [OH:7][C:8]1[CH:13]=[CH:12][C:11]([O:14][CH:6]2[CH2:5][CH2:4][CH2:3][CH2:2][O:1]2)=[CH:10][C:9]=1[C:15](=[O:24])[CH2:16][C:17]1[CH:22]=[CH:21][CH:20]=[C:19]([O:23][CH:41]2[CH2:40][CH2:39][CH2:38][CH2:37][O:32]2)[CH:18]=1, predict the reactants needed to synthesize it. The reactants are: [O:1]1[CH:6]=[CH:5][CH2:4][CH2:3][CH2:2]1.[OH:7][C:8]1[CH:13]=[CH:12][C:11]([OH:14])=[CH:10][C:9]=1[C:15](=[O:24])[CH2:16][C:17]1[CH:22]=[CH:21][CH:20]=[C:19]([OH:23])[CH:18]=1.[C:39]1(C)[CH:40]=[CH:41]C(S([O-])(=[O:32])=[O:32])=[CH:37][CH:38]=1.[NH+]1[CH:41]=[CH:40][CH:39]=[CH:38][CH:37]=1. (4) Given the product [C:18]([C:17]1[CH:20]=[CH:21][C:22]([CH:23]([C:7]2[C:8](=[O:12])[CH2:9][CH2:10][CH2:11][C:6]=2[OH:13])[NH:36][C:34]([NH:33][C:29]2[CH:30]=[CH:31][CH:32]=[C:27]([C:26]([F:25])([F:37])[F:38])[CH:28]=2)=[O:35])=[C:15]([F:14])[CH:16]=1)#[N:19], predict the reactants needed to synthesize it. The reactants are: C[Si](Cl)(C)C.[C:6]1(=[O:13])[CH2:11][CH2:10][CH2:9][C:8](=[O:12])[CH2:7]1.[F:14][C:15]1[CH:16]=[C:17]([CH:20]=[CH:21][C:22]=1[CH:23]=O)[C:18]#[N:19].[F:25][C:26]([F:38])([F:37])[C:27]1[CH:28]=[C:29]([NH:33][C:34]([NH2:36])=[O:35])[CH:30]=[CH:31][CH:32]=1. (5) Given the product [C:17]([O:16][C:14]([N:21]1[CH2:26][CH2:25][CH:24]([O:1][C:2]2[CH:11]=[C:10]([S:12][CH3:13])[CH:9]=[CH:8][C:3]=2[C:4]([O:6][CH3:7])=[O:5])[CH2:23][CH2:22]1)=[O:15])([CH3:20])([CH3:18])[CH3:19], predict the reactants needed to synthesize it. The reactants are: [OH:1][C:2]1[CH:11]=[C:10]([S:12][CH3:13])[CH:9]=[CH:8][C:3]=1[C:4]([O:6][CH3:7])=[O:5].[C:14]([N:21]1[CH2:26][CH2:25][CH:24](O)[CH2:23][CH2:22]1)([O:16][C:17]([CH3:20])([CH3:19])[CH3:18])=[O:15].C1(P(C2C=CC=CC=2)C2C=CC=CC=2)C=CC=CC=1.N(C(OCC)=O)=NC(OCC)=O. (6) Given the product [F:1][C:2]1[N:12]=[CH:11][C:10]2[C:9](=[O:13])[N:8]3[CH2:14][C@H:15]([C:18]([OH:20])=[O:19])[CH2:16][CH2:17][C@H:7]3[CH2:6][CH2:5][C:4]=2[CH:3]=1, predict the reactants needed to synthesize it. The reactants are: [F:1][C:2]1[N:12]=[CH:11][C:10]2[C:9](=[O:13])[N:8]3[CH2:14][C@H:15]([C:18]([O:20]C)=[O:19])[CH2:16][CH2:17][C@H:7]3[CH2:6][CH2:5][C:4]=2[CH:3]=1.[OH-].[Na+].Cl. (7) The reactants are: [NH2:1][N:2]1[N:11]=[C:10]([N:12]2[CH2:17][CH2:16][O:15][CH2:14][CH2:13]2)[C:9]2[C:4](=[CH:5][CH:6]=[CH:7][CH:8]=2)[C:3]1=[O:18].[CH3:19][S:20]([C:23]1[CH:28]=[CH:27][C:26]([CH2:29][C:30](O)=[O:31])=[CH:25][CH:24]=1)(=[O:22])=[O:21]. Given the product [CH3:19][S:20]([C:23]1[CH:28]=[CH:27][C:26]([CH2:29][C:30]([NH:1][N:2]2[N:11]=[C:10]([N:12]3[CH2:17][CH2:16][O:15][CH2:14][CH2:13]3)[C:9]3[C:4](=[CH:5][CH:6]=[CH:7][CH:8]=3)[C:3]2=[O:18])=[O:31])=[CH:25][CH:24]=1)(=[O:21])=[O:22], predict the reactants needed to synthesize it. (8) Given the product [N:12]1[CH:17]=[CH:16][C:15]([C:2]2[CH:11]=[CH:10][C:5]([C:6]([O:8][CH3:9])=[O:7])=[CH:4][CH:3]=2)=[CH:14][CH:13]=1, predict the reactants needed to synthesize it. The reactants are: Br[C:2]1[CH:11]=[CH:10][C:5]([C:6]([O:8][CH3:9])=[O:7])=[CH:4][CH:3]=1.[N:12]1[CH:17]=[CH:16][C:15](B(O)O)=[CH:14][CH:13]=1.C([O-])([O-])=O.[Na+].[Na+]. (9) Given the product [O:1]=[C:2]1[CH2:11][CH2:10][CH2:9][C:8]2[CH:7]=[C:6]([C:12]([O:14][CH3:15])=[O:13])[CH:5]=[CH:4][C:3]1=2, predict the reactants needed to synthesize it. The reactants are: [O:1]=[C:2]1[CH2:11][CH2:10][CH2:9][C:8]2[CH:7]=[C:6]([C:12]([OH:14])=[O:13])[CH:5]=[CH:4][C:3]1=2.[CH3:15]O. (10) Given the product [CH3:16][O:17][C:18]1[CH:30]=[CH:29][C:21]([C:22]2[O:28][C:26]([CH3:27])=[CH:25][N:24]=2)=[CH:20][CH:19]=1, predict the reactants needed to synthesize it. The reactants are: CC[N+](S(N=C(OC)[O-])(=O)=O)(CC)CC.[CH3:16][O:17][C:18]1[CH:30]=[CH:29][C:21]([C:22]([NH:24][CH2:25][C:26](=[O:28])[CH3:27])=O)=[CH:20][CH:19]=1.